From a dataset of Reaction yield outcomes from USPTO patents with 853,638 reactions. Predict the reaction yield, written as a fraction of the theoretical maximum amount of product (1.0 means a 100% yield; for example, 0.34 means a 34% yield). (1) The reactants are [C:1]([O:4][CH:5](Cl)[CH3:6])(=[O:3])[CH3:2].[Cl:8][C:9]1[CH:10]=[C:11]([C:16]([C@H:18]2[CH2:20][C@@H:19]2[C:21]([O-:23])=[O:22])=[O:17])[CH:12]=[CH:13][C:14]=1[Cl:15].[Na+].O. The catalyst is CN(C=O)C. The product is [C:1]([O:4][CH:5]([O:23][C:21]([C@H:19]1[CH2:20][C@@H:18]1[C:16]([C:11]1[CH:12]=[CH:13][C:14]([Cl:15])=[C:9]([Cl:8])[CH:10]=1)=[O:17])=[O:22])[CH3:6])(=[O:3])[CH3:2]. The yield is 0.450. (2) The reactants are Br[C:2]1[CH:16]=[N:15][C:5]2[NH:6][C:7]3[CH:12]=[N:11][C:10]([C:13]#[N:14])=[CH:9][C:8]=3[C:4]=2[CH:3]=1.[Cl-].[Li+].CCN(C(C)C)C(C)C.C([Sn](CCCC)(CCCC)[C:33]1[CH:38]=[CH:37][CH:36]=[CH:35][N:34]=1)CCC.[F-].[K+]. The catalyst is CN(C=O)C.C1C=CC([P]([Pd]([P](C2C=CC=CC=2)(C2C=CC=CC=2)C2C=CC=CC=2)([P](C2C=CC=CC=2)(C2C=CC=CC=2)C2C=CC=CC=2)[P](C2C=CC=CC=2)(C2C=CC=CC=2)C2C=CC=CC=2)(C2C=CC=CC=2)C2C=CC=CC=2)=CC=1. The product is [N:34]1[CH:35]=[CH:36][CH:37]=[CH:38][C:33]=1[C:2]1[CH:16]=[N:15][C:5]2[NH:6][C:7]3[CH:12]=[N:11][C:10]([C:13]#[N:14])=[CH:9][C:8]=3[C:4]=2[CH:3]=1. The yield is 0.0600. (3) The reactants are P([O-])([O-])([O-])=O.O=C[C@@H]([C@H]([C@@H]([C@@H](CO)O)O)O)O.C1N=C(N)C2N=CN([C@@H]3O[C@H](COP(OP(OC[C@H]4O[C@@H](N5C=C(C(N)=O)CC=C5)[C@H](O)[C@@H]4O)(O)=O)(O)=O)[C@@H](O)[C@H]3O)C=2N=1.[C:62]([NH:70][CH2:71][CH:72]([C:77](=[O:79])[CH3:78])[C:73]([O:75][CH3:76])=[O:74])(=[O:69])[C:63]1[CH:68]=[CH:67][CH:66]=[CH:65][CH:64]=1. No catalyst specified. The product is [C:62]([NH:70][CH2:71][C@@H:72]([C@H:77]([OH:79])[CH3:78])[C:73]([O:75][CH3:76])=[O:74])(=[O:69])[C:63]1[CH:64]=[CH:65][CH:66]=[CH:67][CH:68]=1. The yield is 0.990.